This data is from Forward reaction prediction with 1.9M reactions from USPTO patents (1976-2016). The task is: Predict the product of the given reaction. (1) Given the reactants [CH:1]([C:4]1[N:8]=[C:7]([N:9]2[CH2:14][CH2:13][CH:12]([CH2:15][CH2:16][CH2:17][O:18][C:19]3[CH:20]=[C:21]([CH3:28])[C:22]([C:25]([OH:27])=O)=[N:23][CH:24]=3)[CH2:11][CH2:10]2)[O:6][N:5]=1)([CH3:3])[CH3:2].[NH3:29], predict the reaction product. The product is: [CH:1]([C:4]1[N:8]=[C:7]([N:9]2[CH2:10][CH2:11][CH:12]([CH2:15][CH2:16][CH2:17][O:18][C:19]3[CH:20]=[C:21]([CH3:28])[C:22]([C:25]([NH2:29])=[O:27])=[N:23][CH:24]=3)[CH2:13][CH2:14]2)[O:6][N:5]=1)([CH3:2])[CH3:3]. (2) Given the reactants C([O:3][C:4](=O)[CH2:5][N:6]([C:14]1[CH:19]=[C:18]([C:20]#[N:21])[CH:17]=[CH:16][C:15]=1[NH2:22])C(OC(C)(C)C)=O)C.Cl.CCOCC, predict the reaction product. The product is: [C:20]([C:18]1[CH:19]=[C:14]2[C:15](=[CH:16][CH:17]=1)[NH:22][C:4](=[O:3])[CH2:5][NH:6]2)#[N:21]. (3) Given the reactants C(N(C(C)C)CC)(C)C.[NH2:10][C@@H:11]([CH2:16][C:17]1[CH:22]=[CH:21][C:20]([N+:23]([O-])=O)=[CH:19][CH:18]=1)[C:12]([O:14][CH3:15])=[O:13].[CH2:26]([O:33][C:34](ON1C(=O)CCC1=O)=[O:35])[C:27]1[CH:32]=[CH:31][CH:30]=[CH:29][CH:28]=1, predict the reaction product. The product is: [NH2:23][C:20]1[CH:21]=[CH:22][C:17]([CH2:16][C@H:11]([NH:10][C:34]([O:33][CH2:26][C:27]2[CH:32]=[CH:31][CH:30]=[CH:29][CH:28]=2)=[O:35])[C:12]([O:14][CH3:15])=[O:13])=[CH:18][CH:19]=1. (4) Given the reactants [CH3:1][N:2]([N:4]=[C:5]1[CH:10]=[CH:9][C:8]([NH:11][C:12](=[O:30])[CH:13]([C:25]2[S:26][CH:27]=[CH:28][CH:29]=2)[NH:14][C:15]([NH:17][C:18]2[CH:23]=[CH:22][C:21]([Cl:24])=[CH:20][CH:19]=2)=[O:16])=[CH:7][CH2:6]1)[CH3:3].N1CC[CH2:33][CH2:32]1.CC(O)=O, predict the reaction product. The product is: [N:2]1([N:4]=[C:5]2[CH:6]=[CH:7][C:8]([NH:11][C:12](=[O:30])[CH:13]([C:25]3[S:26][CH:27]=[CH:28][CH:29]=3)[NH:14][C:15]([NH:17][C:18]3[CH:19]=[CH:20][C:21]([Cl:24])=[CH:22][CH:23]=3)=[O:16])=[CH:9][CH2:10]2)[CH2:1][CH2:33][CH2:32][CH2:3]1. (5) Given the reactants [N+:1]([C:4]1[CH:9]=[CH:8][CH:7]=[CH:6][C:5]=1[S:10]([NH:13][CH2:14][C:15]#[CH:16])(=[O:12])=[O:11])([O-:3])=[O:2].C(=O)([O-])[O-].[Cs+].[Cs+].Br[CH2:24][CH2:25][CH2:26][Cl:27], predict the reaction product. The product is: [Cl:27][CH2:26][CH2:25][CH2:24][N:13]([CH2:14][C:15]#[CH:16])[S:10]([C:5]1[CH:6]=[CH:7][CH:8]=[CH:9][C:4]=1[N+:1]([O-:3])=[O:2])(=[O:11])=[O:12]. (6) Given the reactants C1CCN2C(=NCCC2)CC1.[Cl:12][C:13]1[CH:14]=[C:15]([C:23]2[S:27][C:26]([N:28]3[C:36]([CH3:37])=[C:31]4[CH2:32][NH:33][CH2:34][CH2:35][C:30]4=[N:29]3)=[N:25][N:24]=2)[CH:16]=[CH:17][C:18]=1[O:19][CH:20]([CH3:22])[CH3:21].[C:38]([O:42][C:43]([CH3:46])([CH3:45])[CH3:44])(=[O:41])[CH:39]=[CH2:40], predict the reaction product. The product is: [Cl:12][C:13]1[CH:14]=[C:15]([C:23]2[S:27][C:26]([N:28]3[C:36]([CH3:37])=[C:31]4[CH2:32][N:33]([CH2:40][CH2:39][C:38]([O:42][C:43]([CH3:46])([CH3:45])[CH3:44])=[O:41])[CH2:34][CH2:35][C:30]4=[N:29]3)=[N:25][N:24]=2)[CH:16]=[CH:17][C:18]=1[O:19][CH:20]([CH3:22])[CH3:21]. (7) Given the reactants [C:1]([OH:9])(=[O:8])[CH:2]([CH2:4][C:5]([OH:7])=[O:6])[OH:3].[CH3:10][CH:11]([CH3:14])[CH2:12]O, predict the reaction product. The product is: [CH2:10]([O:8][C:1](=[O:9])[CH:2]([CH2:4][C:5]([O:7][CH2:10][CH:11]([CH3:14])[CH3:12])=[O:6])[OH:3])[CH:11]([CH3:14])[CH3:12]. (8) Given the reactants C[O:2][C:3](=O)[C:4]1[CH:9]=[C:8]([Cl:10])[CH:7]=[CH:6][C:5]=1[O:11][CH3:12].[H-].[Al+3].[Li+].[H-].[H-].[H-], predict the reaction product. The product is: [Cl:10][C:8]1[CH:7]=[CH:6][C:5]([O:11][CH3:12])=[C:4]([CH2:3][OH:2])[CH:9]=1. (9) Given the reactants Br[CH2:2][C:3]1[CH:10]=[CH:9][C:6]([C:7]#[N:8])=[CH:5][N:4]=1.[CH3:11][NH:12][C:13]([C:15]1[C:16](=[O:32])[C:17]([C:22]2[CH:27]=[CH:26][N:25]=[C:24]([C:28]([F:31])([F:30])[F:29])[CH:23]=2)=[C:18]([CH3:21])[NH:19][CH:20]=1)=[O:14], predict the reaction product. The product is: [CH3:11][NH:12][C:13]([C:15]1[C:16](=[O:32])[C:17]([C:22]2[CH:27]=[CH:26][N:25]=[C:24]([C:28]([F:31])([F:30])[F:29])[CH:23]=2)=[C:18]([CH3:21])[N:19]([CH2:2][C:3]2[CH:10]=[CH:9][C:6]([C:7]#[N:8])=[CH:5][N:4]=2)[CH:20]=1)=[O:14]. (10) The product is: [O:18]1[C:14]2[CH:13]=[CH:12][C:11]([C:28]3([OH:35])[C:29]4[C:34](=[CH:33][CH:32]=[CH:31][CH:30]=4)[N:26]([CH2:25][CH2:24][CH2:23][CH2:22][CH3:21])[C:27]3=[O:36])=[CH:19][C:15]=2[N:16]=[CH:17]1. Given the reactants BrC1C=CC(OC)=NC=1.Br[C:11]1[CH:12]=[CH:13][C:14]2[O:18][CH:17]=[N:16][C:15]=2[CH:19]=1.Cl[C:21]1C=C[C:24]([CH2:25][N:26]2[C:34]3[C:29](=[CH:30][CH:31]=[CH:32][CH:33]=3)[C:28](=[O:35])[C:27]2=[O:36])=[CH:23][CH:22]=1.C(N1C2C(=CC=CC=2)C(=O)C1=O)CCCC, predict the reaction product.